Dataset: Full USPTO retrosynthesis dataset with 1.9M reactions from patents (1976-2016). Task: Predict the reactants needed to synthesize the given product. (1) The reactants are: O(P(O[C:18]1[N:19]([C:24]([O:26][C:27]([CH3:30])([CH3:29])[CH3:28])=[O:25])[CH2:20][CH2:21][O:22][CH:23]=1)(OC1C=CC=CC=1)=O)C1C=CC=CC=1.[CH3:31][N:32]1[C:40]2[C:35](=[C:36](B3OC(C)(C)C(C)(C)O3)[CH:37]=[CH:38][CH:39]=2)[CH:34]=[N:33]1. Given the product [CH3:31][N:32]1[C:40]2[C:35](=[C:36]([C:18]3[N:19]([C:24]([O:26][C:27]([CH3:28])([CH3:29])[CH3:30])=[O:25])[CH2:20][CH2:21][O:22][CH:23]=3)[CH:37]=[CH:38][CH:39]=2)[CH:34]=[N:33]1, predict the reactants needed to synthesize it. (2) The reactants are: [OH-].[K+].[C:3]([C:6]1[NH:7][CH:8]=[CH:9][CH:10]=1)(=[O:5])[CH3:4].[Br:11][C:12]1[CH:19]=[CH:18][CH:17]=[CH:16][C:13]=1[CH2:14]Br.[Cl-].[Na+]. Given the product [Br:11][C:12]1[CH:19]=[CH:18][CH:17]=[CH:16][C:13]=1[CH2:14][N:7]1[CH:8]=[CH:9][CH:10]=[C:6]1[C:3](=[O:5])[CH3:4], predict the reactants needed to synthesize it.